Dataset: Peptide-MHC class I binding affinity with 185,985 pairs from IEDB/IMGT. Task: Regression. Given a peptide amino acid sequence and an MHC pseudo amino acid sequence, predict their binding affinity value. This is MHC class I binding data. (1) The peptide sequence is KTSSFKISK. The MHC is HLA-B15:03 with pseudo-sequence HLA-B15:03. The binding affinity (normalized) is 0. (2) The peptide sequence is LKRDKKKEY. The MHC is Mamu-B17 with pseudo-sequence Mamu-B17. The binding affinity (normalized) is 0.163.